This data is from Forward reaction prediction with 1.9M reactions from USPTO patents (1976-2016). The task is: Predict the product of the given reaction. Given the reactants [N+:1]([C:4]1[CH:15]=[CH:14][C:7]([CH2:8][CH:9]([CH2:12][OH:13])[CH2:10][OH:11])=[CH:6][CH:5]=1)([O-:3])=[O:2].C(N(CC)CC)C.[CH3:23][S:24](Cl)(=[O:26])=[O:25], predict the reaction product. The product is: [CH3:23][S:24]([O:13][CH2:12][CH:9]([CH2:8][C:7]1[CH:6]=[CH:5][C:4]([N+:1]([O-:3])=[O:2])=[CH:15][CH:14]=1)[CH2:10][O:11][S:24]([CH3:23])(=[O:26])=[O:25])(=[O:26])=[O:25].